This data is from Full USPTO retrosynthesis dataset with 1.9M reactions from patents (1976-2016). The task is: Predict the reactants needed to synthesize the given product. Given the product [Cl:7][C:8]1[N:13]=[C:12]([NH:20][CH:16]2[CH2:19][CH2:18][CH2:17]2)[C:11]([Cl:15])=[CH:10][N:9]=1, predict the reactants needed to synthesize it. The reactants are: C(=O)([O-])[O-].[K+].[K+].[Cl:7][C:8]1[N:13]=[C:12](Cl)[C:11]([Cl:15])=[CH:10][N:9]=1.[CH:16]1([NH2:20])[CH2:19][CH2:18][CH2:17]1.